From a dataset of Forward reaction prediction with 1.9M reactions from USPTO patents (1976-2016). Predict the product of the given reaction. (1) Given the reactants [NH2:1][C:2]([NH:4]CC1C=CC=CC=1[N+]([O-])=O)=[S:3].Br.Br[CH2:17][C:18]([C:20]1[CH:25]=[CH:24][CH:23]=[CH:22][N:21]=1)=O.[NH4+].[Cl-].ClC(OC1C=CC([N+]([O-])=O)=CC=1)=O.CCN(CC)CC, predict the reaction product. The product is: [N:21]1[CH:22]=[CH:23][CH:24]=[CH:25][C:20]=1[C:18]1[N:1]=[C:2]([NH2:4])[S:3][CH:17]=1. (2) Given the reactants [N:1]([C:4]1[CH:9]=[C:8]([C:10]([O:12]C)=[O:11])[CH:7]=[C:6]([O:14][CH3:15])[C:5]=1[C:16]([O:18]C)=O)=[C:2]=[S:3].[CH3:20][O:21][C:22]1[CH:23]=[CH:24][C:25]([NH2:30])=[N:26][C:27]=1[O:28][CH3:29].[OH-].[Na+], predict the reaction product. The product is: [CH3:20][O:21][C:22]1[CH:23]=[CH:24][C:25]([N:30]2[C:16](=[O:18])[C:5]3[C:4](=[CH:9][C:8]([C:10]([OH:12])=[O:11])=[CH:7][C:6]=3[O:14][CH3:15])[NH:1][C:2]2=[S:3])=[N:26][C:27]=1[O:28][CH3:29]. (3) Given the reactants Cl.[N:2]1[C:11]2[C:6](=[CH:7][CH:8]=[CH:9][CH:10]=2)[C:5]([CH2:12][C:13]([OH:15])=O)=[CH:4][CH:3]=1.[NH2:16][C:17]1[CH:22]=[N:21][CH:20]=[CH:19][N:18]=1, predict the reaction product. The product is: [N:18]1[CH:19]=[CH:20][N:21]=[CH:22][C:17]=1[NH:16][C:13](=[O:15])[CH2:12][C:5]1[C:6]2[C:11](=[CH:10][CH:9]=[CH:8][CH:7]=2)[N:2]=[CH:3][CH:4]=1. (4) Given the reactants [NH2:1][CH2:2][C:3]1[CH:12]=[C:11]2[C:6]([CH2:7][CH2:8][CH:9]([NH:22][C:23](=[O:29])[O:24][C:25]([CH3:28])([CH3:27])[CH3:26])[CH:10]2[CH2:13][C:14]2[CH:19]=[CH:18][C:17]([Cl:20])=[C:16]([Cl:21])[CH:15]=2)=[CH:5][CH:4]=1.[CH2:30]([S:33](Cl)(=[O:35])=[O:34])[CH2:31][CH3:32], predict the reaction product. The product is: [Cl:21][C:16]1[CH:15]=[C:14]([CH:19]=[CH:18][C:17]=1[Cl:20])[CH2:13][CH:10]1[C:11]2[C:6](=[CH:5][CH:4]=[C:3]([CH2:2][NH:1][S:33]([CH2:30][CH2:31][CH3:32])(=[O:35])=[O:34])[CH:12]=2)[CH2:7][CH2:8][CH:9]1[NH:22][C:23](=[O:29])[O:24][C:25]([CH3:26])([CH3:28])[CH3:27].